From a dataset of Catalyst prediction with 721,799 reactions and 888 catalyst types from USPTO. Predict which catalyst facilitates the given reaction. (1) Reactant: [Br:1][C:2]1[C:14]2[C:13]3[C:8](=[CH:9][C:10]([C:15](O)([CH3:17])[CH3:16])=[CH:11][CH:12]=3)[NH:7][C:6]=2[C:5]([C:19]([NH2:21])=[O:20])=[CH:4][CH:3]=1.C([SiH](CC)CC)C.C(O)(C(F)(F)F)=O. Product: [Br:1][C:2]1[C:14]2[C:13]3[C:8](=[CH:9][C:10]([CH:15]([CH3:17])[CH3:16])=[CH:11][CH:12]=3)[NH:7][C:6]=2[C:5]([C:19]([NH2:21])=[O:20])=[CH:4][CH:3]=1. The catalyst class is: 2. (2) Reactant: C([CH:9]([O:16][C:17]([NH:19][CH2:20][C:21]1([CH2:27][C:28]([OH:30])=[O:29])[CH2:26][CH2:25][CH2:24][CH2:23][CH2:22]1)=[O:18])[C:10]1[CH:15]=[CH:14][CH:13]=[CH:12][CH:11]=1)(=O)C1C=CC=CC=1.[CH:31]1[CH:36]=[C:35](Cl)[CH:34]=[C:33]([C:38]([O:40]O)=[O:39])[CH:32]=1.C([O-])(O)=O.[Na+].C(O)(=O)CC(CC(O)=O)(C(O)=O)O. Product: [C:38]([O:40][CH:9]([O:16][C:17]([NH:19][CH2:20][C:21]1([CH2:27][C:28]([OH:30])=[O:29])[CH2:22][CH2:23][CH2:24][CH2:25][CH2:26]1)=[O:18])[C:10]1[CH:11]=[CH:12][CH:13]=[CH:14][CH:15]=1)(=[O:39])[C:33]1[CH:34]=[CH:35][CH:36]=[CH:31][CH:32]=1. The catalyst class is: 2.